Task: Predict the reactants needed to synthesize the given product.. Dataset: Retrosynthesis with 50K atom-mapped reactions and 10 reaction types from USPTO (1) Given the product CCC(C)[C@@H]1CCCC[C@H]1NC(=O)c1sc(C)nc1C(F)(F)F, predict the reactants needed to synthesize it. The reactants are: CCC(C)[C@@H]1CCCC[C@H]1N.Cc1nc(C(F)(F)F)c(C(=O)Cl)s1. (2) The reactants are: CS(=O)(=O)Cl.Cc1nc2ccc(CO)nc2s1. Given the product Cc1nc2ccc(COS(C)(=O)=O)nc2s1, predict the reactants needed to synthesize it.